This data is from Reaction yield outcomes from USPTO patents with 853,638 reactions. The task is: Predict the reaction yield, written as a fraction of the theoretical maximum amount of product (1.0 means a 100% yield; for example, 0.34 means a 34% yield). (1) The reactants are [OH:1][C:2]1[CH:7]=[C:6]([CH3:8])[C:5]([NH:9][CH:10]=[O:11])=[C:4]([CH3:12])[C:3]=1[CH3:13].[H-].[Na+].Br[CH2:17][C:18]([CH3:27])=[CH:19][C:20]1[CH:25]=[CH:24][C:23]([CH3:26])=[CH:22][CH:21]=1.O. The catalyst is CN(C)C=O. The product is [CH3:12][C:4]1[C:3]([CH3:13])=[C:2]([O:1][CH2:17][C:18]([CH3:27])=[CH:19][C:20]2[CH:21]=[CH:22][C:23]([CH3:26])=[CH:24][CH:25]=2)[CH:7]=[C:6]([CH3:8])[C:5]=1[NH:9][CH:10]=[O:11]. The yield is 0.440. (2) The reactants are [CH3:1][C:2]1[CH:7]=[CH:6][CH:5]=[CH:4][C:3]=1[OH:8].[H-].[Na+].[C:11]([O:15][C:16]([N:18]1[CH2:23][CH2:22][C:21]([C:30]#[N:31])([CH2:24]OS(C)(=O)=O)[CH2:20][CH2:19]1)=[O:17])([CH3:14])([CH3:13])[CH3:12].O. The catalyst is CN(C)C=O. The product is [C:11]([O:15][C:16]([N:18]1[CH2:23][CH2:22][C:21]([C:30]#[N:31])([CH2:24][O:8][C:3]2[CH:4]=[CH:5][CH:6]=[CH:7][C:2]=2[CH3:1])[CH2:20][CH2:19]1)=[O:17])([CH3:14])([CH3:12])[CH3:13]. The yield is 1.00. (3) The reactants are [S:1]1[C:9]2[CH:8]=[CH:7][N:6]=[CH:5][C:4]=2[CH:3]=[CH:2]1.[Li]CCCC.[Cl:15][C:16]1[CH:17]=[C:18]([C:25]([CH3:35])([CH3:34])[CH2:26][C:27]2([C:30]([F:33])([F:32])[F:31])[CH2:29][O:28]2)[C:19]2[O:23][CH2:22][CH2:21][C:20]=2[CH:24]=1. The catalyst is C1COCC1. The product is [Cl:15][C:16]1[CH:17]=[C:18]([C:25]([CH3:35])([CH3:34])[CH2:26][C:27]([CH2:29][C:2]2[S:1][C:9]3[CH:8]=[CH:7][N:6]=[CH:5][C:4]=3[CH:3]=2)([OH:28])[C:30]([F:31])([F:32])[F:33])[C:19]2[O:23][CH2:22][CH2:21][C:20]=2[CH:24]=1. The yield is 0.130. (4) The reactants are [CH2:1]([O:3][C:4]1[CH:5]=[C:6]([CH:12]=[CH:13][C:14]#[N:15])[CH:7]=[CH:8][C:9]=1[O:10][CH3:11])[CH3:2].I[C:17]1[CH:22]=[CH:21][C:20]([NH:23][C:24](=[O:26])[CH3:25])=[CH:19][CH:18]=1.C([O-])(O)=O.[Na+].O. The catalyst is [N+](CCCC)(CCCC)(CCCC)CCCC.[Br-].CN(C=O)C.CC([O-])=O.CC([O-])=O.[Pd+2]. The product is [C:14]([CH:13]=[C:12]([C:17]1[CH:22]=[CH:21][C:20]([NH:23][C:24](=[O:26])[CH3:25])=[CH:19][CH:18]=1)[C:6]1[CH:7]=[CH:8][C:9]([O:10][CH3:11])=[C:4]([O:3][CH2:1][CH3:2])[CH:5]=1)#[N:15]. The yield is 0.320. (5) The reactants are [Cl:1][C:2]1[CH:3]=[CH:4][C:5]([CH3:11])=[C:6]([N:8]=[C:9]=[O:10])[CH:7]=1.S(Cl)(Cl)(=O)=O.N(C(C)(C)C#N)=NC(C)(C)C#N.[Al+3].[Cl-].[Cl-].[Cl-].[CH:33]1[CH:38]=[CH:37][CH:36]=[CH:35][CH:34]=1. The catalyst is C(Cl)(Cl)(Cl)Cl.C(Cl)Cl. The product is [Cl:1][C:2]1[CH:3]=[CH:4][C:5]2[CH2:11][C:34]3[CH:35]=[CH:36][CH:37]=[CH:38][C:33]=3[C:9](=[O:10])[NH:8][C:6]=2[CH:7]=1. The yield is 0.140. (6) The reactants are C(OC[N:9]1[C:13]2[N:14]=[N:15][CH:16]=[C:17]([C:18]3[CH:19]=[N:20][N:21]([C@@H:23]([CH:31]4[CH2:35][CH2:34][CH2:33][CH2:32]4)[CH2:24][CH2:25]OS(C)(=O)=O)[CH:22]=3)[C:12]=2[CH:11]=[CH:10]1)(=O)C(C)(C)C.[C-:36]#[N:37].[K+].C1OCCOCCOCCOCCOCCOC1. The catalyst is CN(C=O)C.[Cl-].C[N+](C)(C)C. The product is [N:14]1[C:13]2[NH:9][CH:10]=[CH:11][C:12]=2[C:17]([C:18]2[CH:19]=[N:20][N:21]([C@@H:23]([CH:31]3[CH2:35][CH2:34][CH2:33][CH2:32]3)[CH2:24][CH2:25][C:36]#[N:37])[CH:22]=2)=[CH:16][N:15]=1. The yield is 0.240. (7) The reactants are [Cl:1][C:2]1[CH:10]=[C:9]2[C:5]([C:6]([C:11]([O:13]C)=[O:12])=[CH:7][NH:8]2)=[CH:4][C:3]=1[C:15]1[CH:20]=[CH:19][C:18]([O:21][CH2:22][CH2:23][CH2:24][N:25]2[CH2:30][CH2:29][O:28][CH2:27][C:26]2=[O:31])=[CH:17][CH:16]=1.[OH-].[Na+]. The catalyst is CO. The product is [Cl:1][C:2]1[CH:10]=[C:9]2[C:5]([C:6]([C:11]([OH:13])=[O:12])=[CH:7][NH:8]2)=[CH:4][C:3]=1[C:15]1[CH:20]=[CH:19][C:18]([O:21][CH2:22][CH2:23][CH2:24][N:25]2[CH2:30][CH2:29][O:28][CH2:27][C:26]2=[O:31])=[CH:17][CH:16]=1. The yield is 0.0900. (8) The reactants are [F:1][C:2]1[CH:3]=[C:4]([NH:9][C:10](=[O:26])[C:11](=[O:25])[C:12]2[S:16][C:15]([NH:17][C:18]([O:20][C:21]([CH3:24])([CH3:23])[CH3:22])=[O:19])=[N:14][CH:13]=2)[CH:5]=[CH:6][C:7]=1[F:8].[BH4-].[Na+]. The catalyst is C1COCC1.CO. The product is [F:1][C:2]1[CH:3]=[C:4]([NH:9][C:10](=[O:26])[CH:11]([C:12]2[S:16][C:15]([NH:17][C:18]([O:20][C:21]([CH3:23])([CH3:22])[CH3:24])=[O:19])=[N:14][CH:13]=2)[OH:25])[CH:5]=[CH:6][C:7]=1[F:8]. The yield is 0.900.